From a dataset of Catalyst prediction with 721,799 reactions and 888 catalyst types from USPTO. Predict which catalyst facilitates the given reaction. (1) Reactant: [F:1][C:2]1[C:11]([O:12][CH2:13][C:14]2[CH:19]=[CH:18][CH:17]=[CH:16][CH:15]=2)=[C:10]([Cl:20])[CH:9]=[C:8]2[C:3]=1[CH:4]=[CH:5][CH:6]=[C:7]2C=O.ClC1C=CC=C(C(OO)=[O:31])C=1.[OH-].[K+].Cl. Product: [F:1][C:2]1[C:11]([O:12][CH2:13][C:14]2[CH:19]=[CH:18][CH:17]=[CH:16][CH:15]=2)=[C:10]([Cl:20])[CH:9]=[C:8]2[C:3]=1[CH:4]=[CH:5][CH:6]=[C:7]2[OH:31]. The catalyst class is: 48. (2) Reactant: [CH3:1][S:2]([C:5]1[CH:10]=[CH:9][C:8]([NH:11][C:12]([C:14]2[CH:19]=[CH:18][C:17]([C:20]3[S:21][CH:22]=[CH:23][CH:24]=3)=[CH:16][CH:15]=2)=[NH:13])=[CH:7][CH:6]=1)(=[O:4])=[O:3].C(=O)(O)[O-].[Na+].Br[CH2:31][C:32](=[O:37])[C:33]([F:36])([F:35])[F:34]. Product: [OH:37][C:32]1([C:33]([F:36])([F:35])[F:34])[CH2:31][N:11]([C:8]2[CH:7]=[CH:6][C:5]([S:2]([CH3:1])(=[O:4])=[O:3])=[CH:10][CH:9]=2)[C:12]([C:14]2[CH:19]=[CH:18][C:17]([C:20]3[S:21][CH:22]=[CH:23][CH:24]=3)=[CH:16][CH:15]=2)=[N:13]1. The catalyst class is: 41.